This data is from Peptide-MHC class I binding affinity with 185,985 pairs from IEDB/IMGT. The task is: Regression. Given a peptide amino acid sequence and an MHC pseudo amino acid sequence, predict their binding affinity value. This is MHC class I binding data. (1) The peptide sequence is ITFTYPHI. The MHC is H-2-Kb with pseudo-sequence H-2-Kb. The binding affinity (normalized) is 0.914. (2) The peptide sequence is TIAVSVYGAI. The MHC is HLA-A02:01 with pseudo-sequence HLA-A02:01. The binding affinity (normalized) is 0.275. (3) The MHC is HLA-A02:01 with pseudo-sequence HLA-A02:01. The peptide sequence is GVQGGFVSA. The binding affinity (normalized) is 0.0130. (4) The peptide sequence is DTAWDFGSI. The MHC is HLA-A26:01 with pseudo-sequence HLA-A26:01. The binding affinity (normalized) is 0.415. (5) The peptide sequence is LAEHISDSI. The MHC is HLA-A68:02 with pseudo-sequence HLA-A68:02. The binding affinity (normalized) is 0.382. (6) The peptide sequence is EMADYIFFV. The MHC is HLA-A02:02 with pseudo-sequence HLA-A02:02. The binding affinity (normalized) is 0.997. (7) The peptide sequence is LPRWPPPQL. The MHC is HLA-B15:01 with pseudo-sequence HLA-B15:01. The binding affinity (normalized) is 0.0847.